From a dataset of Full USPTO retrosynthesis dataset with 1.9M reactions from patents (1976-2016). Predict the reactants needed to synthesize the given product. Given the product [F:1][C:2]1[CH:3]=[C:4]([CH:27]=[CH:28][CH:29]=1)[CH2:5][N:6]1[C:14]2[C:9](=[CH:10][C:11]([NH:15][C:16]3[C:25]4[C:20](=[CH:21][CH:22]=[CH:23][C:24]=4[O:26][C@H:31]([CH3:33])[C:30]([O:35][CH3:36])=[O:34])[N:19]=[CH:18][N:17]=3)=[CH:12][CH:13]=2)[CH:8]=[N:7]1, predict the reactants needed to synthesize it. The reactants are: [F:1][C:2]1[CH:3]=[C:4]([CH:27]=[CH:28][CH:29]=1)[CH2:5][N:6]1[C:14]2[C:9](=[CH:10][C:11]([NH:15][C:16]3[C:25]4[C:24]([OH:26])=[CH:23][CH:22]=[CH:21][C:20]=4[N:19]=[CH:18][N:17]=3)=[CH:12][CH:13]=2)[CH:8]=[N:7]1.[C:30]([O:35][CH3:36])(=[O:34])[C@H:31]([CH3:33])O.